Dataset: Forward reaction prediction with 1.9M reactions from USPTO patents (1976-2016). Task: Predict the product of the given reaction. (1) The product is: [CH3:9][O:8][C:6](=[O:7])[C:5]1[CH:4]=[CH:3][C:2]([O:1][CH2:30][C:25]2[CH:24]=[CH:23][C:22]3[C:27](=[CH:28][CH:29]=[C:20]([O:19][CH2:18][C@@H:16]4[CH2:15][O:14][C:13]([CH3:32])([CH3:12])[O:17]4)[CH:21]=3)[CH:26]=2)=[CH:11][CH:10]=1. Given the reactants [OH:1][C:2]1[CH:11]=[CH:10][C:5]([C:6]([O:8][CH3:9])=[O:7])=[CH:4][CH:3]=1.[CH3:12][C:13]1([CH3:32])[O:17][C@H:16]([CH2:18][O:19][C:20]2[CH:21]=[C:22]3[C:27](=[CH:28][CH:29]=2)[CH:26]=[C:25]([CH2:30]O)[CH:24]=[CH:23]3)[CH2:15][O:14]1.C1(P(C2C=CC=CC=2)C2C=CC=CC=2)C=CC=CC=1.N(C(OCC)=O)=NC(OCC)=O, predict the reaction product. (2) Given the reactants [Cl:1][C:2]1[N:7]=[C:6]([O:8][C@H:9]([CH3:14])[C:10]([CH3:13])([OH:12])[CH3:11])[C:5]([I:15])=[CH:4][N:3]=1.[O:16]1[CH:21]=[CH:20][CH2:19][CH2:18][CH2:17]1.S(C1C=CC(C)=CC=1)([O-])(=O)=O.[NH+]1C=CC=CC=1, predict the reaction product. The product is: [Cl:1][C:2]1[N:7]=[C:6]([O:8][C@H:9]([CH3:14])[C:10]([CH3:11])([O:12][CH:17]2[CH2:18][CH2:19][CH2:20][CH2:21][O:16]2)[CH3:13])[C:5]([I:15])=[CH:4][N:3]=1. (3) The product is: [C:1]([N:4]([CH2:11][C:12]1[CH:13]=[CH:14][C:15]([C@@H:18]2[CH2:23][CH2:22][CH2:21][CH2:20][C@H:19]2[C:24]([OH:26])=[O:25])=[CH:16][CH:17]=1)[C:5]1[CH:10]=[CH:9][CH:8]=[CH:7][N:6]=1)(=[O:3])[CH3:2]. Given the reactants [C:1]([N:4]([CH2:11][C:12]1[CH:17]=[CH:16][C:15]([C@@H:18]2[CH2:23][CH2:22][CH2:21][CH2:20][C@H:19]2[C:24]([O:26]C(C)(C)C)=[O:25])=[CH:14][CH:13]=1)[C:5]1[CH:10]=[CH:9][CH:8]=[CH:7][N:6]=1)(=[O:3])[CH3:2].[OH-].[Na+], predict the reaction product. (4) The product is: [OH:11][C:12]1[CH:17]=[CH:16][CH:15]=[CH:14][C:13]=1[C:19](=[O:21])[CH:3]([CH3:1])[CH3:4]. Given the reactants [CH:1]([Li])([CH2:3][CH3:4])C.C([O:11][C:12]1[CH:17]=[CH:16][CH:15]=[CH:14][C:13]=1Br)(=O)C(C)C.[C:19](OCC)(=[O:21])C.C(=O)(O)O.[Na], predict the reaction product. (5) Given the reactants Cl[C:2]1[CH:3]=[C:4]([N:21]([CH:31]2[CH2:33][CH2:32]2)[CH2:22][C:23]2[CH:28]=[CH:27][C:26]([O:29][CH3:30])=[CH:25][CH:24]=2)[C:5]2[N:6]([C:8]([C:11]([NH:13][C:14]3[CH:19]=[CH:18][N:17]=[C:16]([Cl:20])[CH:15]=3)=[O:12])=[CH:9][N:10]=2)[N:7]=1.[S:34]1[CH2:39][CH2:38][CH:37]([NH2:40])[CH2:36][CH2:35]1.CN1C(=O)CCC1, predict the reaction product. The product is: [Cl:20][C:16]1[CH:15]=[C:14]([NH:13][C:11]([C:8]2[N:6]3[N:7]=[C:2]([NH:40][CH:37]4[CH2:38][CH2:39][S:34][CH2:35][CH2:36]4)[CH:3]=[C:4]([N:21]([CH:31]4[CH2:32][CH2:33]4)[CH2:22][C:23]4[CH:28]=[CH:27][C:26]([O:29][CH3:30])=[CH:25][CH:24]=4)[C:5]3=[N:10][CH:9]=2)=[O:12])[CH:19]=[CH:18][N:17]=1.